This data is from Antibody paratope prediction from SAbDab with 1,023 antibody chains. The task is: Token-level Classification. Given an antibody amino acid sequence, predict which amino acid positions are active in antigen binding. Output is a list of indices for active paratope positions. (1) The paratope positions are: [52, 83, 84, 85, 104, 105, 106]. Given the antibody sequence: QIQLVQSGPELKKPGETVKISCKASGYTFTNYGMNWVKQAPGKGLKWMGWINTNTGEPTYGEEFKGRFAFSLETSASTANLQINNLKNEDTATFFCARGEDNFGSLSDYWGQGTTVTVSS, which amino acid positions are active in antigen binding (paratope)? (2) Given the antibody sequence: EVMLVESGGGLVKPGGSLKLSCAASGFTFSSYTMSWVRQTPEKRLEWVATISSGGGNTYYPDSVKGRFTISRDIAKNTLYLQMSSLRSEDTALYYCTRLGDYGYAYTMDYWGQGTSVTVSS, which amino acid positions are active in antigen binding (paratope)? The paratope positions are: [52, 83, 84, 85, 104, 105, 106, 107]. (3) Given the antibody sequence: NIVLTQSPASLAVSLGQRATISCRANESVYSYGDSFMHWYQQKPGQPPKLLIYLASNLASGVPARFSGSGSRTDFTLTIDPVETDDAATYYCQQNNEDPWTFGGGTKLEIK, which amino acid positions are active in antigen binding (paratope)? The paratope positions are: [30, 31, 32, 33].